From a dataset of Full USPTO retrosynthesis dataset with 1.9M reactions from patents (1976-2016). Predict the reactants needed to synthesize the given product. (1) Given the product [NH2:27][C:12]1[N:11]=[C:10]([C:7]2[CH:8]=[CH:9][C:4]([C:3]([OH:29])=[O:2])=[C:5]([Cl:28])[CH:6]=2)[C:15]([C:16]#[C:17][C:18]2[CH:19]=[N:20][C:21]([NH:24][CH3:25])=[CH:22][CH:23]=2)=[C:14]([CH3:26])[N:13]=1, predict the reactants needed to synthesize it. The reactants are: C[O:2][C:3](=[O:29])[C:4]1[CH:9]=[CH:8][C:7]([C:10]2[C:15]([C:16]#[C:17][C:18]3[CH:19]=[N:20][C:21]([NH:24][CH3:25])=[CH:22][CH:23]=3)=[C:14]([CH3:26])[N:13]=[C:12]([NH2:27])[N:11]=2)=[CH:6][C:5]=1[Cl:28]. (2) Given the product [NH2:1][C:2]1([C:5]2[CH:13]=[CH:12][C:8]([C:9]([O:11][CH3:16])=[O:10])=[CH:7][CH:6]=2)[CH2:4][CH2:3]1, predict the reactants needed to synthesize it. The reactants are: [NH2:1][C:2]1([C:5]2[CH:13]=[CH:12][C:8]([C:9]([OH:11])=[O:10])=[CH:7][CH:6]=2)[CH2:4][CH2:3]1.CO.[CH3:16][Si](C=[N+]=[N-])(C)C.CCCCCC. (3) Given the product [Cl:1][C:2]1[CH:3]=[CH:4][CH:5]=[C:6]([NH:11][S:26]([C:21]2[CH:22]=[CH:23][CH:24]=[CH:25][C:20]=2[F:19])(=[O:28])=[O:27])[C:7]=1[C:8]([O:10][CH3:12])=[O:9], predict the reactants needed to synthesize it. The reactants are: [Cl:1][C:2]1[CH:3]=[CH:4][CH:5]=[C:6]([NH2:11])[C:7]=1[C:8]([OH:10])=[O:9].[CH3:12][Si](C=[N+]=[N-])(C)C.[F:19][C:20]1[CH:25]=[CH:24][CH:23]=[CH:22][C:21]=1[S:26](Cl)(=[O:28])=[O:27]. (4) Given the product [CH2:1]([C:3]1[O:4][C:5]([C:13]([F:16])([F:15])[F:14])=[C:6]([C:8]([OH:10])=[O:9])[N:7]=1)[CH3:2], predict the reactants needed to synthesize it. The reactants are: [CH2:1]([C:3]1[O:4][C:5]([C:13]([F:16])([F:15])[F:14])=[C:6]([C:8]([O:10]CC)=[O:9])[N:7]=1)[CH3:2].[OH-].[Na+].Cl. (5) Given the product [Cl:1][C:2]1[S:6][C:5]([C:7]2[N:8]=[C:9]([N:18]3[C:26]4[C:21](=[CH:22][CH:23]=[C:24]([O:27][CH2:28][C:29]([NH:34][CH2:32][CH3:33])=[O:30])[CH:25]=4)[CH2:20][CH2:19]3)[C:10]3[CH2:15][S:14](=[O:17])(=[O:16])[CH2:13][C:11]=3[N:12]=2)=[CH:4][CH:3]=1, predict the reactants needed to synthesize it. The reactants are: [Cl:1][C:2]1[S:6][C:5]([C:7]2[N:8]=[C:9]([N:18]3[C:26]4[C:21](=[CH:22][CH:23]=[C:24]([O:27][CH2:28][C:29](O)=[O:30])[CH:25]=4)[CH2:20][CH2:19]3)[C:10]3[CH2:15][S:14](=[O:17])(=[O:16])[CH2:13][C:11]=3[N:12]=2)=[CH:4][CH:3]=1.[CH2:32]([NH2:34])[CH3:33]. (6) Given the product [CH3:5][O:6][C:7]1[CH:8]=[C:9]2[C:13](=[CH:14][CH:15]=1)[CH:12]([C:27]#[N:28])[CH2:11][CH2:10]2, predict the reactants needed to synthesize it. The reactants are: [Na].CCO.[CH3:5][O:6][C:7]1[CH:8]=[C:9]2[C:13](=[CH:14][CH:15]=1)[C:12](=O)[CH2:11][CH2:10]2.S([CH2:27][N+:28]#[C-])(C1C=CC(C)=CC=1)(=O)=O. (7) Given the product [CH2:8]([O:7][C:5](=[O:6])[CH:4]([C:10]1[CH:15]=[CH:14][CH:13]=[CH:12][CH:11]=1)[CH2:3][NH:2][C:24](=[O:31])[CH2:25][C:26]([O:28][CH2:29][CH3:30])=[O:27])[CH3:9], predict the reactants needed to synthesize it. The reactants are: Cl.[NH2:2][CH2:3][CH:4]([C:10]1[CH:15]=[CH:14][CH:13]=[CH:12][CH:11]=1)[C:5]([O:7][CH2:8][CH3:9])=[O:6].C(N(CC)CC)C.Cl[C:24](=[O:31])[CH2:25][C:26]([O:28][CH2:29][CH3:30])=[O:27].